Predict the product of the given reaction. From a dataset of Forward reaction prediction with 1.9M reactions from USPTO patents (1976-2016). (1) Given the reactants [F:1][C:2]1[CH:3]=[C:4]([C:9]2[CH:18]=[C:17]([C:19]([OH:21])=O)[C:16]3[C:11](=[CH:12][CH:13]=[CH:14][CH:15]=3)[N:10]=2)[CH:5]=[CH:6][C:7]=1[F:8].F[P-](F)(F)(F)(F)F.N1(O[P+](N(C)C)(N(C)C)N(C)C)[C:33]2[CH:34]=[CH:35][CH:36]=C[C:32]=2[N:31]=N1.C([O-])(O)=[O:50].[Na+], predict the reaction product. The product is: [F:1][C:2]1[CH:3]=[C:4]([C:9]2[CH:18]=[C:17]([C:19]([N:31]3[CH2:32][CH2:33][CH2:34][C@@H:35]3[CH2:36][OH:50])=[O:21])[C:16]3[C:11](=[CH:12][CH:13]=[CH:14][CH:15]=3)[N:10]=2)[CH:5]=[CH:6][C:7]=1[F:8]. (2) Given the reactants Br[C:2]1[CH:3]=[CH:4][C:5]2[CH2:12][CH:11]([CH3:13])[O:10][CH2:9][CH2:8][N:7]([C:14]3[CH:19]=[CH:18][CH:17]=[CH:16][CH:15]=3)[C:6]=2[CH:20]=1.C(=O)([O-])[O-].[Na+].[Na+].[C:27]1(B(O)O)[CH:32]=[CH:31][CH:30]=[CH:29][CH:28]=1.C(OCC)C, predict the reaction product. The product is: [CH3:13][CH:11]1[CH2:12][C:5]2[CH:4]=[CH:3][C:2]([C:27]3[CH:32]=[CH:31][CH:30]=[CH:29][CH:28]=3)=[CH:20][C:6]=2[N:7]([C:14]2[CH:19]=[CH:18][CH:17]=[CH:16][CH:15]=2)[CH2:8][CH2:9][O:10]1. (3) Given the reactants [F:1][C:2]1[C:23]([NH:24][S:25]([CH2:28][CH2:29][CH3:30])(=[O:27])=[O:26])=[CH:22][CH:21]=[C:20]([F:31])[C:3]=1[C:4]([NH:6][C:7]1[CH:8]=[C:9]2[C:15]([C:16]#[C:17][CH2:18][OH:19])=[CH:14][NH:13][C:10]2=[N:11][CH:12]=1)=[O:5].CN(C)CC#CC1NC2=NC=C(NC(=O)C3C(F)=CC=C(NS(CCC)(=O)=O)C=3F)C=C2C=1, predict the reaction product. The product is: [F:1][C:2]1[C:23]([NH:24][S:25]([CH2:28][CH2:29][CH3:30])(=[O:26])=[O:27])=[CH:22][CH:21]=[C:20]([F:31])[C:3]=1[C:4]([NH:6][C:7]1[CH:8]=[C:9]2[C:15]([CH2:16][CH2:17][CH2:18][OH:19])=[CH:14][NH:13][C:10]2=[N:11][CH:12]=1)=[O:5]. (4) Given the reactants [CH2:1]([NH:4][C:5](=[O:25])[NH:6][C:7]1[N:12]=[CH:11][C:10](B(O)O)=[C:9]([C:16]2[S:17][CH:18]=[C:19]([C:21]([F:24])([F:23])[F:22])[N:20]=2)[CH:8]=1)[CH2:2][CH3:3].Br[C:27]1[C:28]([F:37])=[N:29][CH:30]=[C:31]([CH:36]=1)[C:32]([O:34][CH3:35])=[O:33].C(=O)([O-])[O-].[K+].[K+].C(OCC)(=O)C, predict the reaction product. The product is: [F:37][C:28]1[C:27]([C:10]2[CH:11]=[N:12][C:7]([NH:6][C:5]([NH:4][CH2:1][CH2:2][CH3:3])=[O:25])=[CH:8][C:9]=2[C:16]2[S:17][CH:18]=[C:19]([C:21]([F:24])([F:23])[F:22])[N:20]=2)=[CH:36][C:31]([C:32]([O:34][CH3:35])=[O:33])=[CH:30][N:29]=1. (5) Given the reactants [CH3:1][O:2][C@@H:3]1[C@H:9]2[O:10][CH2:11][C@@H:12]([OH:13])[C@H:8]2[O:7][C@H:4]1[O:5][CH3:6].N1C=CC=CC=1.[CH3:20][S:21](Cl)(=[O:23])=[O:22], predict the reaction product. The product is: [CH3:1][O:2][C@@H:3]1[C@H:9]2[O:10][CH2:11][C@@H:12]([O:13][S:21]([CH3:20])(=[O:23])=[O:22])[C@H:8]2[O:7][C@H:4]1[O:5][CH3:6].